This data is from Full USPTO retrosynthesis dataset with 1.9M reactions from patents (1976-2016). The task is: Predict the reactants needed to synthesize the given product. The reactants are: [F:1][C:2]1[CH:3]=[C:4]([C:8](=O)[CH2:9][C:10](=O)[C:11]([F:14])([F:13])[F:12])[CH:5]=[CH:6][CH:7]=1.[NH2:17][C:18]1[C:22]([C:23]#[N:24])=[CH:21][NH:20][N:19]=1. Given the product [F:1][C:2]1[CH:3]=[C:4]([C:8]2[CH:9]=[C:10]([C:11]([F:14])([F:13])[F:12])[N:19]3[N:20]=[CH:21][C:22]([C:23]#[N:24])=[C:18]3[N:17]=2)[CH:5]=[CH:6][CH:7]=1, predict the reactants needed to synthesize it.